From a dataset of Reaction yield outcomes from USPTO patents with 853,638 reactions. Predict the reaction yield, written as a fraction of the theoretical maximum amount of product (1.0 means a 100% yield; for example, 0.34 means a 34% yield). (1) The reactants are [CH3:1][O:2][C:3]1[CH:32]=[CH:31][C:6]([CH2:7][N:8]2[CH:12]=[C:11](B3OC(C)(C)C(C)(C)O3)[C:10]([C:22]3[CH:27]=[CH:26][CH:25]=[C:24]([N+:28]([O-:30])=[O:29])[CH:23]=3)=[N:9]2)=[CH:5][CH:4]=1.[CH3:33][S:34][C:35]1[N:40]=[C:39](Cl)[CH:38]=[CH:37][N:36]=1.C(=O)([O-])[O-].[Cs+].[Cs+]. The catalyst is O1CCOCC1.O.C1C=CC([P]([Pd]([P](C2C=CC=CC=2)(C2C=CC=CC=2)C2C=CC=CC=2)([P](C2C=CC=CC=2)(C2C=CC=CC=2)C2C=CC=CC=2)[P](C2C=CC=CC=2)(C2C=CC=CC=2)C2C=CC=CC=2)(C2C=CC=CC=2)C2C=CC=CC=2)=CC=1. The product is [CH3:1][O:2][C:3]1[CH:4]=[CH:5][C:6]([CH2:7][N:8]2[CH:12]=[C:11]([C:37]3[CH:38]=[CH:39][N:40]=[C:35]([S:34][CH3:33])[N:36]=3)[C:10]([C:22]3[CH:27]=[CH:26][CH:25]=[C:24]([N+:28]([O-:30])=[O:29])[CH:23]=3)=[N:9]2)=[CH:31][CH:32]=1. The yield is 0.880. (2) The reactants are [Cl:1][C:2]1[C:3]([C:13]#[C:14][Si:15]([CH3:18])([CH3:17])[CH3:16])=[CH:4][C:5]([OH:12])=[C:6]([CH:11]=1)[C:7]([O:9][CH3:10])=[O:8].[N+:19]([O-])([OH:21])=[O:20].O. The catalyst is C(O)(=O)C. The product is [Cl:1][C:2]1[C:3]([C:13]#[C:14][Si:15]([CH3:16])([CH3:18])[CH3:17])=[C:4]([N+:19]([O-:21])=[O:20])[C:5]([OH:12])=[C:6]([CH:11]=1)[C:7]([O:9][CH3:10])=[O:8]. The yield is 0.720. (3) The reactants are Br[C:2]1[CH:7]=[C:6]([F:8])[CH:5]=[C:4]([Br:9])[CH:3]=1.C(O[K])(C)(C)C.[CH3:16][N:17]([CH3:22])[CH2:18][CH2:19][NH:20]C. The catalyst is C1(C)C=CC=CC=1. The product is [Br:9][C:4]1[CH:3]=[C:2]([NH:20][CH2:19][CH2:18][N:17]([CH3:22])[CH3:16])[CH:7]=[C:6]([F:8])[CH:5]=1. The yield is 0.248. (4) The reactants are [OH:1][C:2]1[CH:26]=[CH:25][C:5]2[N:6]=[C:7]([C:9]([NH:11][CH:12]3[CH2:17][CH2:16][N:15]([C:18]([O:20][C:21]([CH3:24])([CH3:23])[CH3:22])=[O:19])[CH2:14][CH2:13]3)=[O:10])[S:8][C:4]=2[CH:3]=1.N(C(OC(C)C)=O)=NC(OC(C)C)=O.[F:41][C:42]([F:57])([F:56])[C:43]1[CH:48]=[CH:47][C:46]([N:49]2[CH2:54][CH2:53][CH:52](O)[CH2:51][CH2:50]2)=[CH:45][CH:44]=1.C1(P(C2C=CC=CC=2)C2C=CC=CC=2)C=CC=CC=1. The catalyst is C1(C)C=CC=CC=1. The product is [F:57][C:42]([F:41])([F:56])[C:43]1[CH:44]=[CH:45][C:46]([N:49]2[CH2:54][CH2:53][CH:52]([O:1][C:2]3[CH:26]=[CH:25][C:5]4[N:6]=[C:7]([C:9]([NH:11][CH:12]5[CH2:13][CH2:14][N:15]([C:18]([O:20][C:21]([CH3:22])([CH3:23])[CH3:24])=[O:19])[CH2:16][CH2:17]5)=[O:10])[S:8][C:4]=4[CH:3]=3)[CH2:51][CH2:50]2)=[CH:47][CH:48]=1. The yield is 0.860. (5) The reactants are [CH2:1]([O:3][C:4](=[O:35])[NH:5][C:6]1[N:15]([CH2:16][C:17]2[CH:22]=[CH:21][C:20]([O:23][CH2:24][C:25]3[CH:26]=[N:27][C:28]([O:31][CH3:32])=[CH:29][CH:30]=3)=[C:19]([O:33][CH3:34])[CH:18]=2)[C:9]2=[N:10][CH:11]=[C:12](I)[CH:13]=[C:8]2[N:7]=1)[CH3:2].[C:36]1(B(O)O)[CH:41]=[CH:40][CH:39]=[CH:38][CH:37]=1.C(=O)([O-])[O-].[Na+].[Na+]. The catalyst is O1CCOCC1.O.C1C=CC(P(C2C=CC=CC=2)[C-]2C=CC=C2)=CC=1.C1C=CC(P(C2C=CC=CC=2)[C-]2C=CC=C2)=CC=1.[Cl-].[Cl-].[Fe+2].[Pd+2]. The product is [CH2:1]([O:3][C:4](=[O:35])[NH:5][C:6]1[N:15]([CH2:16][C:17]2[CH:22]=[CH:21][C:20]([O:23][CH2:24][C:25]3[CH:26]=[N:27][C:28]([O:31][CH3:32])=[CH:29][CH:30]=3)=[C:19]([O:33][CH3:34])[CH:18]=2)[C:9]2=[N:10][CH:11]=[C:12]([C:36]3[CH:41]=[CH:40][CH:39]=[CH:38][CH:37]=3)[CH:13]=[C:8]2[N:7]=1)[CH3:2]. The yield is 0.400.